Dataset: NCI-60 drug combinations with 297,098 pairs across 59 cell lines. Task: Regression. Given two drug SMILES strings and cell line genomic features, predict the synergy score measuring deviation from expected non-interaction effect. Drug 1: C1C(C(OC1N2C=C(C(=O)NC2=O)F)CO)O. Drug 2: CC1=C(C=C(C=C1)C(=O)NC2=CC(=CC(=C2)C(F)(F)F)N3C=C(N=C3)C)NC4=NC=CC(=N4)C5=CN=CC=C5. Cell line: T-47D. Synergy scores: CSS=3.33, Synergy_ZIP=0.000534, Synergy_Bliss=-1.64, Synergy_Loewe=-0.619, Synergy_HSA=-1.19.